Dataset: Forward reaction prediction with 1.9M reactions from USPTO patents (1976-2016). Task: Predict the product of the given reaction. (1) The product is: [OH:1][C@@H:2]1[CH2:7][CH2:6][CH2:5][CH2:4][C@H:3]1[NH:8][C:9]1[S:10][C:11]2[CH:17]=[C:16]([CH2:18][N:19]3[C:23]4=[N:24][CH:25]=[C:26]([C:28]([OH:30])=[O:29])[CH:27]=[C:22]4[N:21]=[CH:20]3)[CH:15]=[CH:14][C:12]=2[N:13]=1. Given the reactants [OH:1][C@@H:2]1[CH2:7][CH2:6][CH2:5][CH2:4][C@H:3]1[NH:8][C:9]1[S:10][C:11]2[CH:17]=[C:16]([CH2:18][N:19]3[C:23]4=[N:24][CH:25]=[C:26]([C:28]([O:30]C)=[O:29])[CH:27]=[C:22]4[N:21]=[CH:20]3)[CH:15]=[CH:14][C:12]=2[N:13]=1.Cl, predict the reaction product. (2) Given the reactants [C:1]([O:5][C:6]([NH:8][CH2:9][CH:10]([OH:13])[CH2:11][OH:12])=[O:7])([CH3:4])([CH3:3])[CH3:2].N1C=CN=C1.[CH:19]([Si:22](Cl)([CH:26]([CH3:28])[CH3:27])[CH:23]([CH3:25])[CH3:24])([CH3:21])[CH3:20], predict the reaction product. The product is: [CH:19]([Si:22]([O:12][CH2:11][CH:10]([OH:13])[CH2:9][NH:8][C:6]([O:5][C:1]([CH3:4])([CH3:2])[CH3:3])=[O:7])([CH:26]([CH3:28])[CH3:27])[CH:23]([CH3:25])[CH3:24])([CH3:21])[CH3:20]. (3) Given the reactants [OH:1][C:2]1[CH:3]=[C:4]([CH2:8][CH2:9][CH2:10][NH:11][C:12]2[N:17]=[C:16]([CH3:18])[C:15]([C:19]([NH:21][C@@H:22]([CH2:26][NH:27][C:28]([C:30]3[S:31][CH:32]=[CH:33][CH:34]=3)=[O:29])[C:23]([OH:25])=[O:24])=[O:20])=[C:14]([CH3:35])[N:13]=2)[CH:5]=[CH:6][CH:7]=1.S(Cl)(Cl)=O.[O:40]1[CH2:45][CH2:44][CH:43](O)[CH2:42][CH2:41]1, predict the reaction product. The product is: [O:40]1[CH2:45][CH2:44][CH:43]([O:24][C:23](=[O:25])[C@@H:22]([NH:21][C:19]([C:15]2[C:16]([CH3:18])=[N:17][C:12]([NH:11][CH2:10][CH2:9][CH2:8][C:4]3[CH:5]=[CH:6][CH:7]=[C:2]([OH:1])[CH:3]=3)=[N:13][C:14]=2[CH3:35])=[O:20])[CH2:26][NH:27][C:28]([C:30]2[S:31][CH:32]=[CH:33][CH:34]=2)=[O:29])[CH2:42][CH2:41]1. (4) Given the reactants [CH:1]([N:4]1[CH2:9][CH2:8][N:7]([C:10]([C:12]2[CH:13]=[C:14]3[C:18](=[CH:19][CH:20]=2)[NH:17][C:16]([C:21](N2CCN(S(C)(=O)=O)CC2)=[O:22])=[CH:15]3)=[O:11])[CH2:6][CH2:5]1)([CH3:3])[CH3:2].[CH3:33][CH:34]([S:36]([N:39]1[CH2:44][CH2:43][NH:42][CH2:41][CH2:40]1)(=[O:38])=[O:37])[CH3:35].C(S(Cl)(=O)=O)(C)C.N1(C(OC(C)(C)C)=O)CCNCC1, predict the reaction product. The product is: [CH:1]([N:4]1[CH2:9][CH2:8][N:7]([C:10]([C:12]2[CH:13]=[C:14]3[C:18](=[CH:19][CH:20]=2)[NH:17][C:16]([C:21]([N:42]2[CH2:41][CH2:40][N:39]([S:36]([CH:34]([CH3:33])[CH3:35])(=[O:37])=[O:38])[CH2:44][CH2:43]2)=[O:22])=[CH:15]3)=[O:11])[CH2:6][CH2:5]1)([CH3:3])[CH3:2]. (5) The product is: [F:1][C:2]1[CH:3]=[C:4]2[C:8](=[CH:9][CH:10]=1)[C:7](=[O:11])[NH:6][C:5]2([CH3:22])[CH3:21]. Given the reactants [F:1][C:2]1[CH:3]=[C:4]2[C:8](=[CH:9][CH:10]=1)[C:7](=[O:11])[N:6](CC1C=CC(OC)=CC=1)[C:5]2([CH3:22])[CH3:21].O=[N+]([O-])[O-].[O-][N+](=O)[O-].[O-][N+](=O)[O-].[O-][N+](=O)[O-].[O-][N+](=O)[O-].[O-][N+](=O)[O-].[Ce+4].[NH4+].[NH4+], predict the reaction product. (6) Given the reactants [CH3:1][C:2]1[CH:7]=[CH:6][C:5](B(O)O)=[C:4]([C:11]([F:14])([F:13])[F:12])[CH:3]=1.Cl[C:16]1[N:21]=[CH:20][C:19]([CH2:22][N:23]2[CH:28]=[C:27]3[N:29]=[C:30]([C:32]4[CH:37]=[CH:36][CH:35]=[C:34]([F:38])[C:33]=4[F:39])[N:31]=[C:26]3[CH:25]=[N:24]2)=[CH:18][CH:17]=1, predict the reaction product. The product is: [F:39][C:33]1[C:34]([F:38])=[CH:35][CH:36]=[CH:37][C:32]=1[C:30]1[N:31]=[C:26]2[CH:25]=[N:24][N:23]([CH2:22][C:19]3[CH:20]=[N:21][C:16]([C:5]4[CH:6]=[CH:7][C:2]([CH3:1])=[CH:3][C:4]=4[C:11]([F:14])([F:13])[F:12])=[CH:17][CH:18]=3)[CH:28]=[C:27]2[N:29]=1. (7) Given the reactants [C:1]([O:5][C:6](=[O:44])[CH2:7][N:8]([CH2:30][C:31]1[CH:32]=[C:33]([CH:41]=[CH:42][CH:43]=1)[C:34]([O:36][C:37]([CH3:40])([CH3:39])[CH3:38])=[O:35])[CH2:9][C:10]([N:12]([C:14]1[CH:19]=[CH:18][C:17]([O:20]COCC[Si](C)(C)C)=[CH:16][C:15]=1[Cl:29])[CH3:13])=[O:11])([CH3:4])([CH3:3])[CH3:2].C([N+](CCCC)(CCCC)CCCC)CCC.O, predict the reaction product. The product is: [C:1]([O:5][C:6](=[O:44])[CH2:7][N:8]([CH2:30][C:31]1[CH:32]=[C:33]([CH:41]=[CH:42][CH:43]=1)[C:34]([O:36][C:37]([CH3:39])([CH3:38])[CH3:40])=[O:35])[CH2:9][C:10]([N:12]([C:14]1[CH:19]=[CH:18][C:17]([OH:20])=[CH:16][C:15]=1[Cl:29])[CH3:13])=[O:11])([CH3:2])([CH3:3])[CH3:4]. (8) The product is: [ClH:2].[Cl:2][C:3]1[CH:8]=[CH:7][C:6]([C:9]2[N:14]=[C:13]([C:15]([NH:61][C@H:62]([C:71]([CH3:74])([CH3:73])[CH3:72])[CH2:63][C:64]([OH:66])=[O:65])=[O:16])[CH:12]=[CH:11][C:10]=2[C:18]2[CH:23]=[CH:22][CH:21]=[CH:20][C:19]=2[Cl:24])=[CH:5][C:4]=1[O:25][CH2:26][CH2:27][CH2:28][N:29]([CH3:31])[CH3:30]. Given the reactants Cl.[Cl:2][C:3]1[CH:8]=[CH:7][C:6]([C:9]2[N:14]=[C:13]([C:15](O)=[O:16])[CH:12]=[CH:11][C:10]=2[C:18]2[CH:23]=[CH:22][CH:21]=[CH:20][C:19]=2[Cl:24])=[CH:5][C:4]=1[O:25][CH2:26][CH2:27][CH2:28][N:29]([CH3:31])[CH3:30].ON1C(=O)CCC1=O.CCN=C=NCCCN(C)C.Cl.CCN(C(C)C)C(C)C.[NH2:61][C@H:62]([C:71]([CH3:74])([CH3:73])[CH3:72])[CH2:63][C:64]([O:66]C(C)(C)C)=[O:65].Cl, predict the reaction product. (9) Given the reactants [CH2:1]([N:3]([C:31](=O)[C:32]1[CH:37]=[CH:36][C:35]([OH:38])=[CH:34][CH:33]=1)[C:4]1[CH:9]=[C:8]([O:10][CH3:11])[C:7]([O:12][CH3:13])=[CH:6][C:5]=1[C@@H:14]1[CH2:23][CH2:22][C:21]2[CH:20]=[C:19]([O:24]C(=O)C(C)(C)C)[CH:18]=[CH:17][C:16]=2[CH2:15]1)[CH3:2].Cl[CH2:41][C:42]([N:44]1[CH2:49][CH2:48][CH2:47][CH2:46][CH2:45]1)=O, predict the reaction product. The product is: [CH2:1]([N:3]([CH2:31][C:32]1[CH:33]=[CH:34][C:35]([O:38][CH2:41][CH2:42][N:44]2[CH2:49][CH2:48][CH2:47][CH2:46][CH2:45]2)=[CH:36][CH:37]=1)[C:4]1[CH:9]=[C:8]([O:10][CH3:11])[C:7]([O:12][CH3:13])=[CH:6][C:5]=1[C@@H:14]1[CH2:23][CH2:22][C:21]2[CH:20]=[C:19]([OH:24])[CH:18]=[CH:17][C:16]=2[CH2:15]1)[CH3:2]. (10) Given the reactants C[N:2]([CH3:13])[C:3](=[O:12])[C:4]1[CH:9]=[CH:8][CH:7]=[C:6]([CH3:10])[C:5]=1[CH3:11].[OH:14][CH:15]1[CH2:19][CH2:18][N:17]([CH2:20][CH2:21][CH2:22]C#N)[CH2:16]1, predict the reaction product. The product is: [OH:14][CH:15]1[CH2:19][CH2:18][N:17]([CH2:20][CH2:21][CH2:22][C:13]2[NH:2][C:3](=[O:12])[C:4]3[C:5]([CH:11]=2)=[C:6]([CH3:10])[CH:7]=[CH:8][CH:9]=3)[CH2:16]1.